Task: Predict the reactants needed to synthesize the given product.. Dataset: Full USPTO retrosynthesis dataset with 1.9M reactions from patents (1976-2016) (1) Given the product [CH:2]1([N+:8]([O-:9])=[CH:17][C:16]2[CH:19]=[CH:20][CH:21]=[CH:22][C:15]=2[N:10]2[CH:14]=[CH:13][CH:12]=[N:11]2)[CH2:7][CH2:6][CH2:5][CH2:4][CH2:3]1, predict the reactants needed to synthesize it. The reactants are: Cl.[CH:2]1([NH:8][OH:9])[CH2:7][CH2:6][CH2:5][CH2:4][CH2:3]1.[N:10]1([C:15]2[CH:22]=[CH:21][CH:20]=[CH:19][C:16]=2[CH:17]=O)[CH:14]=[CH:13][CH:12]=[N:11]1. (2) Given the product [NH2:1][C:2]1[CH:7]=[CH:6][CH:5]=[CH:4][C:3]=1[S:8][CH2:10][C:11]1[C:12]([CH2:17][S:8][C:3]2[CH:4]=[CH:5][CH:6]=[CH:7][C:2]=2[NH2:1])=[CH:13][CH:14]=[CH:15][CH:16]=1, predict the reactants needed to synthesize it. The reactants are: [NH2:1][C:2]1[CH:7]=[CH:6][CH:5]=[CH:4][C:3]=1[SH:8].Br[CH2:10][C:11]1[C:12]([CH2:17]Br)=[CH:13][CH:14]=[CH:15][CH:16]=1. (3) Given the product [CH3:10][O:9][C:5]1[CH:4]=[C:3]([CH2:1][NH2:2])[CH:8]=[CH:7][N:6]=1, predict the reactants needed to synthesize it. The reactants are: [C:1]([C:3]1[CH:8]=[CH:7][N:6]=[C:5]([O:9][CH3:10])[CH:4]=1)#[N:2].Cl.CCOCC. (4) Given the product [Cl:1][C:2]1[CH:3]=[C:4]([CH:7]=[C:8]([O:10][C:11]2[C:12](=[O:33])[N:13]([CH2:21][C:22]3[C:23](=[O:31])[NH:24][N:25]=[C:26]([CH:28]([F:29])[F:30])[CH:27]=3)[CH:14]=[CH:15][C:16]=2[C:17]([F:19])([F:18])[F:20])[CH:9]=1)[C:5]#[N:6], predict the reactants needed to synthesize it. The reactants are: [Cl:1][C:2]1[CH:3]=[C:4]([CH:7]=[C:8]([O:10][C:11]2[C:12](=[O:33])[N:13]([CH2:21][C:22]3[CH:27]=[C:26]([CH:28]([F:30])[F:29])[N:25]=[N:24][C:23]=3[O:31]C)[CH:14]=[CH:15][C:16]=2[C:17]([F:20])([F:19])[F:18])[CH:9]=1)[C:5]#[N:6].C[Si](Cl)(C)C. (5) Given the product [Cl:1][C:2]1[CH:3]=[CH:4][C:5]([C:8]2[N:9]([C:10]3[CH:15]=[CH:14][C:13]([S:16]([CH3:19])(=[O:17])=[O:18])=[CH:12][CH:11]=3)[CH2:27][C:28]([OH:33])([C:29]([F:32])([F:31])[F:30])[N:20]=2)=[CH:6][CH:7]=1, predict the reactants needed to synthesize it. The reactants are: [Cl:1][C:2]1[CH:7]=[CH:6][C:5]([C:8](=[NH:20])[NH:9][C:10]2[CH:15]=[CH:14][C:13]([S:16]([CH3:19])(=[O:18])=[O:17])=[CH:12][CH:11]=2)=[CH:4][CH:3]=1.C(=O)(O)[O-].[Na+].Br[CH2:27][C:28](=[O:33])[C:29]([F:32])([F:31])[F:30]. (6) Given the product [CH:34]([N:10]1[CH2:11][CH2:12][C@H:13]([N:14]2[CH2:18][CH2:17][C@H:16]([NH:19][C:20](=[O:31])[C:21]3[CH:26]=[CH:25][CH:24]=[C:23]([C:27]([F:29])([F:28])[F:30])[CH:22]=3)[C:15]2=[O:32])[C@H:8]([CH2:7][S:4]([CH:1]([CH3:3])[CH3:2])(=[O:5])=[O:6])[CH2:9]1)([CH3:36])[CH3:33], predict the reactants needed to synthesize it. The reactants are: [CH:1]([S:4]([CH2:7][C@H:8]1[C@@H:13]([N:14]2[CH2:18][CH2:17][C@H:16]([NH:19][C:20](=[O:31])[C:21]3[CH:26]=[CH:25][CH:24]=[C:23]([C:27]([F:30])([F:29])[F:28])[CH:22]=3)[C:15]2=[O:32])[CH2:12][CH2:11][NH:10][CH2:9]1)(=[O:6])=[O:5])([CH3:3])[CH3:2].[CH3:33][C:34]([CH3:36])=O.C(O[BH-](OC(=O)C)OC(=O)C)(=O)C.[Na+].